The task is: Predict the reactants needed to synthesize the given product.. This data is from Full USPTO retrosynthesis dataset with 1.9M reactions from patents (1976-2016). (1) The reactants are: [CH2:1]([O:8][C:9]1[N:14]=[CH:13][C:12]([CH2:15][C:16]2[CH:20]=[C:19]([C:21]3[C:22]([NH2:28])=[N:23][C:24]([NH2:27])=[CH:25][CH:26]=3)[O:18][N:17]=2)=[CH:11][CH:10]=1)[C:2]1[CH:7]=[CH:6][CH:5]=[CH:4][CH:3]=1.[CH2:29]([O:31][C:32](=[O:35])[CH:33]=O)[CH3:30].N1C=CC=CC=1C.B.C(=O)([O-])O.[Na+]. Given the product [CH2:29]([O:31][C:32](=[O:35])[CH2:33][NH:27][C:24]1[CH:25]=[CH:26][C:21]([C:19]2[O:18][N:17]=[C:16]([CH2:15][C:12]3[CH:13]=[N:14][C:9]([O:8][CH2:1][C:2]4[CH:7]=[CH:6][CH:5]=[CH:4][CH:3]=4)=[CH:10][CH:11]=3)[CH:20]=2)=[C:22]([NH2:28])[N:23]=1)[CH3:30], predict the reactants needed to synthesize it. (2) Given the product [CH3:17][C:12]1[CH:11]=[C:10]([C:9]2[O:8][C:7]([CH3:18])=[N:6][C:5]=2[C:3]([OH:4])=[O:2])[CH:15]=[CH:14][C:13]=1[CH3:16], predict the reactants needed to synthesize it. The reactants are: C[O:2][C:3]([C:5]1[N:6]=[C:7]([CH3:18])[O:8][C:9]=1[C:10]1[CH:15]=[CH:14][C:13]([CH3:16])=[C:12]([CH3:17])[CH:11]=1)=[O:4].COC(C1N=C(N(C)C)SC=1C1C=CC=C(OC)C=1)=O. (3) Given the product [CH:16]([Si:4]([CH:1]([CH3:2])[CH3:3])([CH:13]([CH3:15])[CH3:14])[O:5][C:6]([C:8]1[S:9][CH:10]=[CH:11][N:12]=1)=[CH:7][Cl:26])([CH3:18])[CH3:17], predict the reactants needed to synthesize it. The reactants are: [CH:1]([Si:4]([CH:16]([CH3:18])[CH3:17])([CH:13]([CH3:15])[CH3:14])[O:5][C:6]([C:8]1[S:9][CH:10]=[CH:11][N:12]=1)=[CH2:7])([CH3:3])[CH3:2].C1C(=O)N([Cl:26])C(=O)C1. (4) Given the product [Cl:1][C:2]1[CH:16]=[CH:15][C:14]([Cl:17])=[CH:13][C:3]=1[C:4](/[N:6]=[C:7]1\[S:8][C:9]([CH3:12])=[CH:10][N:11]\1[CH2:21][C:22]1[N:23]=[C:24]([CH3:27])[S:25][CH:26]=1)=[O:5], predict the reactants needed to synthesize it. The reactants are: [Cl:1][C:2]1[CH:16]=[CH:15][C:14]([Cl:17])=[CH:13][C:3]=1[C:4]([NH:6][C:7]1[S:8][C:9]([CH3:12])=[CH:10][N:11]=1)=[O:5].[H-].[Na+].Cl[CH2:21][C:22]1[N:23]=[C:24]([CH3:27])[S:25][CH:26]=1. (5) Given the product [Cl:24][C:9]1[C:5]([N:4]([CH2:1][CH2:2][CH3:3])[CH2:14][CH2:15][CH3:16])=[N:6][NH:7][C:8]=1[C:10]([F:12])([F:13])[F:11], predict the reactants needed to synthesize it. The reactants are: [CH2:1]([N:4]([CH2:14][CH2:15][CH3:16])[C:5]1[CH:9]=[C:8]([C:10]([F:13])([F:12])[F:11])[NH:7][N:6]=1)[CH2:2][CH3:3].C1C(=O)N([Cl:24])C(=O)C1.[NH4+].[Cl-].CCOC(C)=O.